From a dataset of Forward reaction prediction with 1.9M reactions from USPTO patents (1976-2016). Predict the product of the given reaction. (1) Given the reactants BrC1C=CC(O)=C([C:8]2[CH:17]=[CH:16][C:15]3[C:10](=[CH:11][CH:12]=[C:13]([C:18]4[N:22]([CH:23]5[CH2:28][CH2:27][CH2:26][CH2:25][CH2:24]5)[C:21]5[CH:29]=[CH:30][C:31]([C:33]([OH:35])=[O:34])=[CH:32][C:20]=5[N:19]=4)[CH:14]=3)[N:9]=2)C=1.C(OC(C1C=CC2N(C3CCCCC3)C(C3C=CC(N)=C(C=O)C=3)=NC=2C=1)=O)C.C([C:69]1[CH:70]=[CH:71][C:72]([OH:78])=[C:73]([CH:77]=1)[C:74]([NH2:76])=[O:75])(=O)C.[OH-].[K+], predict the reaction product. The product is: [C:74]([C:73]1[CH:77]=[C:69]([C:8]2[CH:17]=[CH:16][C:15]3[C:10](=[CH:11][CH:12]=[C:13]([C:18]4[N:22]([CH:23]5[CH2:28][CH2:27][CH2:26][CH2:25][CH2:24]5)[C:21]5[CH:29]=[CH:30][C:31]([C:33]([OH:35])=[O:34])=[CH:32][C:20]=5[N:19]=4)[CH:14]=3)[N:9]=2)[CH:70]=[CH:71][C:72]=1[OH:78])(=[O:75])[NH2:76]. (2) The product is: [CH3:1][O:2][C:3]1[CH:22]=[C:21]([O:23][CH3:24])[CH:20]=[CH:19][C:4]=1[CH2:5][N:6]1[C:11](=[O:12])[C:10]2[CH:13]=[C:14]([CH2:16][CH3:17])[S:15][C:9]=2[N:8]([CH2:26][C:27]2[CH:32]=[CH:31][C:30]([C:33]3[C:34]([C:39]#[N:40])=[CH:35][CH:36]=[CH:37][CH:38]=3)=[CH:29][C:28]=2[F:41])[C:7]1=[O:18]. Given the reactants [CH3:1][O:2][C:3]1[CH:22]=[C:21]([O:23][CH3:24])[CH:20]=[CH:19][C:4]=1[CH2:5][N:6]1[C:11](=[O:12])[C:10]2[CH:13]=[C:14]([CH2:16][CH3:17])[S:15][C:9]=2[NH:8][C:7]1=[O:18].Br[CH2:26][C:27]1[CH:32]=[CH:31][C:30]([C:33]2[C:34]([C:39]#[N:40])=[CH:35][CH:36]=[CH:37][CH:38]=2)=[CH:29][C:28]=1[F:41].C(=O)([O-])[O-].[K+].[K+], predict the reaction product. (3) The product is: [C:1]([C:5]1[O:9][N:8]=[C:7]([C:10]2[CH:15]=[C:14]([O:20][CH:21]3[CH2:26][CH2:25][CH2:24][N:23]([CH2:27][CH3:28])[CH2:22]3)[C:13]([CH:17]3[CH2:19][CH2:18]3)=[CH:12][N:11]=2)[N:6]=1)([CH3:4])([CH3:3])[CH3:2]. Given the reactants [C:1]([C:5]1[O:9][N:8]=[C:7]([C:10]2[CH:15]=[C:14](Cl)[C:13]([CH:17]3[CH2:19][CH2:18]3)=[CH:12][N:11]=2)[N:6]=1)([CH3:4])([CH3:3])[CH3:2].[OH:20][CH:21]1[CH2:26][CH2:25][CH2:24][N:23]([CH2:27][CH3:28])[CH2:22]1, predict the reaction product. (4) Given the reactants [F:1][C:2]([F:18])([F:17])[C:3]1[CH:11]=[C:10]2[C:6]([CH:7]=[CH:8][NH:9]2)=[C:5]([C:12]2[O:16][CH:15]=[N:14][CH:13]=2)[CH:4]=1.[H-].[Na+].[CH:21]1([C:24](Cl)=[O:25])[CH2:23][CH2:22]1.[Cl-].[NH4+], predict the reaction product. The product is: [CH:21]1([C:24]([N:9]2[C:10]3[C:6](=[C:5]([C:12]4[O:16][CH:15]=[N:14][CH:13]=4)[CH:4]=[C:3]([C:2]([F:17])([F:1])[F:18])[CH:11]=3)[CH:7]=[CH:8]2)=[O:25])[CH2:23][CH2:22]1. (5) The product is: [Br:1][C:2]1[CH:9]=[CH:8][C:7]([Cl:10])=[CH:6][C:3]=1[CH:4]([OH:5])[CH2:13][CH:12]=[CH2:11]. Given the reactants [Br:1][C:2]1[CH:9]=[CH:8][C:7]([Cl:10])=[CH:6][C:3]=1[CH:4]=[O:5].[CH2:11]([Mg]Br)[CH:12]=[CH2:13], predict the reaction product. (6) Given the reactants [NH:1](C(OC(C)(C)C)=O)[C@H:2]([C:5]([O:7]C(C)(C)C)=[O:6])CO.[NH2:19][C:20]1[CH:21]=[C:22]([Cl:31])[C:23]([CH3:30])=[C:24]([S:26]([OH:29])(=[O:28])=[O:27])[CH:25]=1.ClC(Cl)(O[C:36](=[O:42])[O:37][C:38](Cl)(Cl)Cl)Cl.CCN(C(C)C)C(C)C, predict the reaction product. The product is: [Cl:31][C:22]1[CH:21]=[C:20]([NH:19][C:36]([O:37][CH2:38][C@@H:2]([C:5]([OH:7])=[O:6])[NH2:1])=[O:42])[CH:25]=[C:24]([S:26]([OH:29])(=[O:27])=[O:28])[C:23]=1[CH3:30]. (7) Given the reactants [C:1]([CH2:3][NH:4][C:5](=[O:26])[CH:6]([C:11]1[CH:16]=[CH:15][CH:14]=[C:13](B2OC(C)(C)C(C)(C)O2)[CH:12]=1)[CH2:7][CH:8]([CH3:10])[CH3:9])#[N:2].Br[C:28]1[CH:42]=[CH:41][C:31]([CH2:32][NH:33][C:34](=[O:40])[O:35][C:36]([CH3:39])([CH3:38])[CH3:37])=[CH:30][CH:29]=1.C(=O)(O)[O-].[Na+].CN(C=O)C, predict the reaction product. The product is: [C:1]([CH2:3][NH:4][C:5]([CH:6]([C:11]1[CH:12]=[C:13]([C:28]2[CH:29]=[CH:30][C:31]([CH2:32][NH:33][C:34](=[O:40])[O:35][C:36]([CH3:38])([CH3:37])[CH3:39])=[CH:41][CH:42]=2)[CH:14]=[CH:15][CH:16]=1)[CH2:7][CH:8]([CH3:9])[CH3:10])=[O:26])#[N:2].